From a dataset of Retrosynthesis with 50K atom-mapped reactions and 10 reaction types from USPTO. Predict the reactants needed to synthesize the given product. Given the product O=Cc1cccc([N+](=O)[O-])c1-c1ccccc1, predict the reactants needed to synthesize it. The reactants are: O=Cc1cccc([N+](=O)[O-])c1Cl.OB(O)c1ccccc1.